From a dataset of Peptide-MHC class I binding affinity with 185,985 pairs from IEDB/IMGT. Regression. Given a peptide amino acid sequence and an MHC pseudo amino acid sequence, predict their binding affinity value. This is MHC class I binding data. (1) The peptide sequence is YLEEQHTNL. The MHC is HLA-A02:01 with pseudo-sequence HLA-A02:01. The binding affinity (normalized) is 0.738. (2) The peptide sequence is SSGFYFEIAR. The MHC is HLA-A11:01 with pseudo-sequence HLA-A11:01. The binding affinity (normalized) is 0.584. (3) The peptide sequence is WMMWYWGPSL. The MHC is HLA-A03:01 with pseudo-sequence HLA-A03:01. The binding affinity (normalized) is 0.109. (4) The peptide sequence is LIKKSDAKR. The MHC is HLA-A33:01 with pseudo-sequence HLA-A33:01. The binding affinity (normalized) is 0.420. (5) The peptide sequence is MQSSFFMNR. The MHC is HLA-A03:01 with pseudo-sequence HLA-A03:01. The binding affinity (normalized) is 0.763.